From a dataset of Full USPTO retrosynthesis dataset with 1.9M reactions from patents (1976-2016). Predict the reactants needed to synthesize the given product. (1) Given the product [C:14]1([N:6]2[C:5]([C:3]([OH:4])=[O:2])=[C:13]3[C:8]([CH:9]=[CH:10][CH:11]=[CH:12]3)=[N:7]2)[CH:15]=[CH:16][CH:17]=[CH:18][CH:19]=1, predict the reactants needed to synthesize it. The reactants are: C[O:2][C:3]([C:5]1[N:6]([C:14]2[CH:19]=[CH:18][CH:17]=[CH:16][CH:15]=2)[N:7]=[C:8]2[C:13]=1[CH:12]=[CH:11][CH:10]=[CH:9]2)=[O:4].[OH-].[Na+]. (2) Given the product [CH3:4][CH:6]([C:15](=[O:17])[CH3:16])[CH2:7][CH2:8][CH2:9][CH2:10][S:11]([OH:14])(=[O:12])=[O:13], predict the reactants needed to synthesize it. The reactants are: C(O[C:4]([C:6](C)([C:15](=[O:17])[CH3:16])[CH2:7][CH2:8][CH2:9][CH2:10][S:11]([O-:14])(=[O:13])=[O:12])=O)C.[Na]. (3) Given the product [CH2:9]([O:16][CH2:17][C:18]([F:25])([F:26])[CH2:19][N:4]1[CH:3]=[C:2]([I:1])[CH:6]=[N:5]1)[C:10]1[CH:15]=[CH:14][CH:13]=[CH:12][CH:11]=1, predict the reactants needed to synthesize it. The reactants are: [I:1][C:2]1[CH:3]=[N:4][NH:5][CH:6]=1.[H-].[Na+].[CH2:9]([O:16][CH2:17][C:18]([F:26])([F:25])[CH2:19]OS(C)(=O)=O)[C:10]1[CH:15]=[CH:14][CH:13]=[CH:12][CH:11]=1.[Cl-].[NH4+].